Dataset: Full USPTO retrosynthesis dataset with 1.9M reactions from patents (1976-2016). Task: Predict the reactants needed to synthesize the given product. (1) The reactants are: ClC1C=C(Cl)C=CC=1S.[CH3:10][C:11]1[CH:16]=[CH:15][CH:14]=[CH:13][C:12]=1[SH:17].ClC1C=CC=C[C:20]=1[CH:21]=[O:22].F[C:28]1[CH:35]=[CH:34][C:31]([CH:32]=O)=[CH:30][C:29]=1[C:36]([F:39])([F:38])[F:37].[NH2:40][CH2:41][CH2:42][CH2:43]CCCO.C1(N)CC1. Given the product [CH3:10][C:11]1[CH:16]=[CH:15][CH:14]=[CH:13][C:12]=1[S:17][C:28]1[CH:35]=[CH:34][C:31](/[CH:32]=[CH:20]/[C:21]([NH:40][CH:41]2[CH2:42][CH2:43]2)=[O:22])=[CH:30][C:29]=1[C:36]([F:39])([F:38])[F:37], predict the reactants needed to synthesize it. (2) Given the product [NH2:1][C:2]1[N:7]=[C:6]([C:8]2[C:9]([C:16]3[C:17]([F:37])=[C:18]([NH:22][S:23]([C:26]4[CH:31]=[C:30]([F:32])[CH:29]=[CH:28][C:27]=4[F:33])(=[O:24])=[O:25])[CH:19]=[CH:20][CH:21]=3)=[N:10][N:11]([CH:13]([CH3:14])[CH3:15])[CH:12]=2)[CH:5]=[CH:4][N:3]=1, predict the reactants needed to synthesize it. The reactants are: [NH2:1][C:2]1[N:7]=[C:6]([C:8]2[C:9]([C:16]3[C:17]([F:37])=[C:18]([N:22](COC)[S:23]([C:26]4[CH:31]=[C:30]([F:32])[CH:29]=[CH:28][C:27]=4[F:33])(=[O:25])=[O:24])[CH:19]=[CH:20][CH:21]=3)=[N:10][N:11]([CH:13]([CH3:15])[CH3:14])[CH:12]=2)[CH:5]=[CH:4][N:3]=1.